Task: Predict the reactants needed to synthesize the given product.. Dataset: Full USPTO retrosynthesis dataset with 1.9M reactions from patents (1976-2016) Given the product [Cl:20][C:21]1[CH:31]=[C:30]([C:32]2[CH2:37][CH2:36][C:35](=[O:38])[NH:34][N:33]=2)[CH:29]=[CH:28][C:22]=1[O:23][CH2:24][C:25]([N:12]1[CH2:11][CH2:10][CH:9]([NH:8][CH2:7][CH:6]([OH:15])[CH2:5][O:4][C:3]2[CH:16]=[CH:17][CH:18]=[CH:19][C:2]=2[Cl:1])[CH2:14][CH2:13]1)=[O:26], predict the reactants needed to synthesize it. The reactants are: [Cl:1][C:2]1[CH:19]=[CH:18][CH:17]=[CH:16][C:3]=1[O:4][CH2:5][CH:6]([OH:15])[CH2:7][NH:8][CH:9]1[CH2:14][CH2:13][NH:12][CH2:11][CH2:10]1.[Cl:20][C:21]1[CH:31]=[C:30]([C:32]2[CH2:37][CH2:36][C:35](=[O:38])[NH:34][N:33]=2)[CH:29]=[CH:28][C:22]=1[O:23][CH2:24][C:25](O)=[O:26].O.OC1C2NN=NC=2C=CC=1.Cl.CN(C)CCCN=C=NCC.